Regression. Given two drug SMILES strings and cell line genomic features, predict the synergy score measuring deviation from expected non-interaction effect. From a dataset of NCI-60 drug combinations with 297,098 pairs across 59 cell lines. (1) Drug 1: CC12CCC3C(C1CCC2O)C(CC4=C3C=CC(=C4)O)CCCCCCCCCS(=O)CCCC(C(F)(F)F)(F)F. Drug 2: C1=NC(=NC(=O)N1C2C(C(C(O2)CO)O)O)N. Cell line: LOX IMVI. Synergy scores: CSS=20.2, Synergy_ZIP=-7.15, Synergy_Bliss=-9.20, Synergy_Loewe=-30.6, Synergy_HSA=-11.4. (2) Drug 1: C(CN)CNCCSP(=O)(O)O. Drug 2: C1C(C(OC1N2C=NC3=C2NC=NCC3O)CO)O. Cell line: SK-OV-3. Synergy scores: CSS=-2.12, Synergy_ZIP=1.37, Synergy_Bliss=0.917, Synergy_Loewe=-3.33, Synergy_HSA=-2.14.